This data is from Forward reaction prediction with 1.9M reactions from USPTO patents (1976-2016). The task is: Predict the product of the given reaction. Given the reactants [CH3:1][C:2]([CH3:6])([CH3:5])[CH2:3][OH:4].[H-].[Na+].[C:9]([C:11]1[CH:16]=[CH:15][C:14]([CH:17]2[C:26]3[C:25](=[O:27])[CH2:24][CH2:23][CH2:22][C:21]=3[N:20]([C:28]3[CH:33]=[CH:32][CH:31]=[C:30]([C:34]([F:37])([F:36])[F:35])[CH:29]=3)[C:19](=[O:38])[N:18]2[C:39](OC2C=CC([N+]([O-])=O)=CC=2)=[O:40])=[CH:13][CH:12]=1)#[N:10].O, predict the reaction product. The product is: [C:9]([C:11]1[CH:12]=[CH:13][C:14]([CH:17]2[C:26]3[C:25](=[O:27])[CH2:24][CH2:23][CH2:22][C:21]=3[N:20]([C:28]3[CH:33]=[CH:32][CH:31]=[C:30]([C:34]([F:35])([F:36])[F:37])[CH:29]=3)[C:19](=[O:38])[N:18]2[C:39]([O:4][CH2:3][C:2]([CH3:6])([CH3:5])[CH3:1])=[O:40])=[CH:15][CH:16]=1)#[N:10].